From a dataset of Catalyst prediction with 721,799 reactions and 888 catalyst types from USPTO. Predict which catalyst facilitates the given reaction. Reactant: CCN(C(C)C)C(C)C.[CH3:10][O:11][C:12]([C:14]1[NH:18][C:17]2[CH:19]=[CH:20][C:21]([NH2:23])=[CH:22][C:16]=2[N:15]=1)=[O:13].[C:24]1([S:30](Cl)(=[O:32])=[O:31])[CH:29]=[CH:28][CH:27]=[CH:26][CH:25]=1. Product: [CH3:10][O:11][C:12]([C:14]1[NH:18][C:17]2[CH:19]=[CH:20][C:21]([NH:23][S:30]([C:24]3[CH:29]=[CH:28][CH:27]=[CH:26][CH:25]=3)(=[O:32])=[O:31])=[CH:22][C:16]=2[N:15]=1)=[O:13]. The catalyst class is: 1.